Dataset: Ames mutagenicity test results for genotoxicity prediction. Task: Regression/Classification. Given a drug SMILES string, predict its toxicity properties. Task type varies by dataset: regression for continuous values (e.g., LD50, hERG inhibition percentage) or binary classification for toxic/non-toxic outcomes (e.g., AMES mutagenicity, cardiotoxicity, hepatotoxicity). Dataset: ames. The drug is Clc1cccc2c1oc1ccccc12. The result is 0 (non-mutagenic).